Dataset: Full USPTO retrosynthesis dataset with 1.9M reactions from patents (1976-2016). Task: Predict the reactants needed to synthesize the given product. (1) Given the product [CH3:1][N:2]([CH3:37])[C:3](=[O:36])[O:4][C:5]1[CH:10]=[CH:9][C:8]([C:11]([NH:41][CH2:38][CH:39]=[CH2:40])([OH:32])[CH2:12][CH2:13][O:14][Si:15]([C:28]([CH3:31])([CH3:30])[CH3:29])([C:22]2[CH:27]=[CH:26][CH:25]=[CH:24][CH:23]=2)[C:16]2[CH:21]=[CH:20][CH:19]=[CH:18][CH:17]=2)=[C:7]([CH:34]=[CH2:35])[CH:6]=1, predict the reactants needed to synthesize it. The reactants are: [CH3:1][N:2]([CH3:37])[C:3](=[O:36])[O:4][C:5]1[CH:10]=[CH:9][C:8]([C:11](Br)([OH:32])[CH2:12][CH2:13][O:14][Si:15]([C:28]([CH3:31])([CH3:30])[CH3:29])([C:22]2[CH:27]=[CH:26][CH:25]=[CH:24][CH:23]=2)[C:16]2[CH:21]=[CH:20][CH:19]=[CH:18][CH:17]=2)=[C:7]([CH:34]=[CH2:35])[CH:6]=1.[CH2:38]([NH2:41])[CH:39]=[CH2:40]. (2) The reactants are: Cl[C:2]1[C:11]2[C:6](=[CH:7][N:8]=[C:9]([F:12])[CH:10]=2)[N:5]=[CH:4][C:3]=1[C:13]#[N:14].[Cl:15][C:16]1[CH:17]=[C:18]([CH:20]=[CH:21][C:22]=1[F:23])[NH2:19]. Given the product [Cl:15][C:16]1[CH:17]=[C:18]([NH:19][C:2]2[C:11]3[C:6](=[CH:7][N:8]=[C:9]([F:12])[CH:10]=3)[N:5]=[CH:4][C:3]=2[C:13]#[N:14])[CH:20]=[CH:21][C:22]=1[F:23], predict the reactants needed to synthesize it. (3) Given the product [CH3:14][S:15]([N:18]1[C:22]2=[N:23][CH:24]=[CH:25][CH:26]=[C:21]2[C:20]([CH2:9][C:10]#[N:11])=[CH:19]1)(=[O:16])=[O:17], predict the reactants needed to synthesize it. The reactants are: C(OP([CH2:9][C:10]#[N:11])(=O)OCC)C.[H-].[Na+].[CH3:14][S:15]([N:18]1[C:22]2=[N:23][CH:24]=[CH:25][CH:26]=[C:21]2[C:20](=O)[CH2:19]1)(=[O:17])=[O:16].